Dataset: Peptide-MHC class II binding affinity with 134,281 pairs from IEDB. Task: Regression. Given a peptide amino acid sequence and an MHC pseudo amino acid sequence, predict their binding affinity value. This is MHC class II binding data. (1) The peptide sequence is DVYYTSAFVFPTKDV. The MHC is DRB1_1201 with pseudo-sequence DRB1_1201. The binding affinity (normalized) is 0.260. (2) The peptide sequence is EEWEPLTKKGNVWEV. The MHC is DRB1_0301 with pseudo-sequence DRB1_0301. The binding affinity (normalized) is 0.134. (3) The peptide sequence is YASVEAANASPLQVA. The MHC is HLA-DPA10103-DPB10301 with pseudo-sequence HLA-DPA10103-DPB10301. The binding affinity (normalized) is 0.295. (4) The peptide sequence is FCVKVLAPYMPDVLE. The MHC is HLA-DQA10102-DQB10501 with pseudo-sequence HLA-DQA10102-DQB10501. The binding affinity (normalized) is 0.507. (5) The peptide sequence is RGKVVLIDFWAYPCI. The MHC is DRB1_1302 with pseudo-sequence DRB1_1302. The binding affinity (normalized) is 0.620. (6) The MHC is HLA-DQA10101-DQB10501 with pseudo-sequence HLA-DQA10101-DQB10501. The peptide sequence is KIIGGIGGFIKVRQYDQIPI. The binding affinity (normalized) is 0.597. (7) The peptide sequence is AYLVLDPLIYFGPFA. The MHC is DRB1_1201 with pseudo-sequence DRB1_1201. The binding affinity (normalized) is 0.738.